Dataset: NCI-60 drug combinations with 297,098 pairs across 59 cell lines. Task: Regression. Given two drug SMILES strings and cell line genomic features, predict the synergy score measuring deviation from expected non-interaction effect. (1) Drug 2: CC1C(C(CC(O1)OC2CC(CC3=C2C(=C4C(=C3O)C(=O)C5=CC=CC=C5C4=O)O)(C(=O)C)O)N)O. Drug 1: C1=NC2=C(N=C(N=C2N1C3C(C(C(O3)CO)O)F)Cl)N. Cell line: MALME-3M. Synergy scores: CSS=48.0, Synergy_ZIP=-4.45, Synergy_Bliss=-5.53, Synergy_Loewe=-10.9, Synergy_HSA=-3.77. (2) Drug 1: C1C(C(OC1N2C=C(C(=O)NC2=O)F)CO)O. Drug 2: C1=CN(C=N1)CC(O)(P(=O)(O)O)P(=O)(O)O. Cell line: NCI-H322M. Synergy scores: CSS=-0.122, Synergy_ZIP=-1.98, Synergy_Bliss=-3.79, Synergy_Loewe=-9.92, Synergy_HSA=-5.42. (3) Drug 1: CC1C(C(=O)NC(C(=O)N2CCCC2C(=O)N(CC(=O)N(C(C(=O)O1)C(C)C)C)C)C(C)C)NC(=O)C3=C4C(=C(C=C3)C)OC5=C(C(=O)C(=C(C5=N4)C(=O)NC6C(OC(=O)C(N(C(=O)CN(C(=O)C7CCCN7C(=O)C(NC6=O)C(C)C)C)C)C(C)C)C)N)C. Drug 2: CC1=C(C=C(C=C1)NC(=O)C2=CC=C(C=C2)CN3CCN(CC3)C)NC4=NC=CC(=N4)C5=CN=CC=C5. Cell line: UO-31. Synergy scores: CSS=2.75, Synergy_ZIP=1.18, Synergy_Bliss=2.36, Synergy_Loewe=3.61, Synergy_HSA=2.77. (4) Drug 1: CN1CCC(CC1)COC2=C(C=C3C(=C2)N=CN=C3NC4=C(C=C(C=C4)Br)F)OC. Drug 2: CC1=C(C(CCC1)(C)C)C=CC(=CC=CC(=CC(=O)O)C)C. Cell line: HCT116. Synergy scores: CSS=12.7, Synergy_ZIP=3.94, Synergy_Bliss=6.00, Synergy_Loewe=3.86, Synergy_HSA=4.24. (5) Drug 1: CC(C)NC(=O)C1=CC=C(C=C1)CNNC.Cl. Drug 2: C1CN(P(=O)(OC1)NCCCl)CCCl. Cell line: SK-MEL-5. Synergy scores: CSS=6.99, Synergy_ZIP=-6.01, Synergy_Bliss=-3.94, Synergy_Loewe=-3.17, Synergy_HSA=-2.69. (6) Drug 1: COC1=CC(=CC(=C1O)OC)C2C3C(COC3=O)C(C4=CC5=C(C=C24)OCO5)OC6C(C(C7C(O6)COC(O7)C8=CC=CS8)O)O. Drug 2: CC1CCC2CC(C(=CC=CC=CC(CC(C(=O)C(C(C(=CC(C(=O)CC(OC(=O)C3CCCCN3C(=O)C(=O)C1(O2)O)C(C)CC4CCC(C(C4)OC)O)C)C)O)OC)C)C)C)OC. Cell line: 786-0. Synergy scores: CSS=40.2, Synergy_ZIP=-0.0734, Synergy_Bliss=-0.943, Synergy_Loewe=1.84, Synergy_HSA=3.91. (7) Synergy scores: CSS=61.7, Synergy_ZIP=-1.79, Synergy_Bliss=-2.42, Synergy_Loewe=1.10, Synergy_HSA=-0.373. Cell line: SR. Drug 2: C1=NC2=C(N1)C(=S)N=CN2. Drug 1: CC=C1C(=O)NC(C(=O)OC2CC(=O)NC(C(=O)NC(CSSCCC=C2)C(=O)N1)C(C)C)C(C)C.